Dataset: Catalyst prediction with 721,799 reactions and 888 catalyst types from USPTO. Task: Predict which catalyst facilitates the given reaction. (1) Reactant: [CH3:1][N:2]1[C:6]2[CH2:7][CH2:8][CH2:9][CH2:10][CH2:11][C:5]=2[C:4]([Sn](CCCC)(CCCC)CCCC)=[N:3]1.[C:25]([NH:29][C:30]([C:32]1[C:40]2[C:35](=[N:36][CH:37]=[C:38](Br)[N:39]=2)[N:34]([CH2:42][O:43][CH2:44][CH2:45][Si:46]([CH3:49])([CH3:48])[CH3:47])[CH:33]=1)=[O:31])([CH3:28])([CH3:27])[CH3:26]. Product: [C:25]([NH:29][C:30]([C:32]1[C:40]2[C:35](=[N:36][CH:37]=[C:38]([C:4]3[C:5]4[CH2:11][CH2:10][CH2:9][CH2:8][CH2:7][C:6]=4[N:2]([CH3:1])[N:3]=3)[N:39]=2)[N:34]([CH2:42][O:43][CH2:44][CH2:45][Si:46]([CH3:49])([CH3:48])[CH3:47])[CH:33]=1)=[O:31])([CH3:28])([CH3:27])[CH3:26]. The catalyst class is: 441. (2) Reactant: [CH3:1][C:2]1[CH:17]=[CH:16][C:5]([CH2:6][C:7]2[C:15]3[S:14][CH:13]=[CH:12][C:11]=3[CH:10]=[CH:9][CH:8]=2)=[CH:4][CH:3]=1.[Br:18]N1C(=O)CCC1=O. Product: [Br:18][C:12]1[C:11]2[CH:10]=[CH:9][CH:8]=[C:7]([CH2:6][C:5]3[CH:4]=[CH:3][C:2]([CH3:1])=[CH:17][CH:16]=3)[C:15]=2[S:14][CH:13]=1. The catalyst class is: 10. (3) Reactant: [C:1]([C:3](=[CH:7][C:8]([CH3:11])([CH3:10])[CH3:9])[C:4]([OH:6])=O)#[N:2].[NH2:12][C:13]1[C:21]2[C:16](=[CH:17][CH:18]=[CH:19][C:20]=2[C:22]2[CH:27]=[CH:26][C:25]([NH:28][C:29]([NH:31][CH:32]3[CH2:37][CH2:36][CH2:35][NH:34][CH2:33]3)=[O:30])=[CH:24][CH:23]=2)[NH:15][N:14]=1.N1C=CC=CC=1. Product: [NH2:12][C:13]1[C:21]2[C:16](=[CH:17][CH:18]=[CH:19][C:20]=2[C:22]2[CH:23]=[CH:24][C:25]([NH:28][C:29]([NH:31][CH:32]3[CH2:37][CH2:36][CH2:35][N:34]([C:4](=[O:6])[C:3]([C:1]#[N:2])=[CH:7][C:8]([CH3:11])([CH3:10])[CH3:9])[CH2:33]3)=[O:30])=[CH:26][CH:27]=2)[NH:15][N:14]=1. The catalyst class is: 25. (4) Reactant: [OH:1][C@H:2]1[CH2:7][CH2:6][C@@H:5]([C:8]([O:10][CH3:11])=[O:9])[C@H:4]([O:12][CH3:13])[CH2:3]1.[CH3:14][S:15](Cl)(=[O:17])=[O:16]. The catalyst class is: 4. Product: [CH3:13][O:12][C@@H:4]1[CH2:3][C@@H:2]([O:1][S:15]([CH3:14])(=[O:17])=[O:16])[CH2:7][CH2:6][C@H:5]1[C:8]([O:10][CH3:11])=[O:9]. (5) Reactant: [Cl:1][C:2]1[CH:7]=[CH:6][C:5]([N+:8]([O-])=O)=[CH:4][C:3]=1[C:11]1[CH:12]=[CH:13][C:14]2[N:15]=[CH:16][N:17]=[CH:18][C:19]=2[N:20]=1.[Sn](Cl)Cl.C([O-])(O)=O.[Na+].[OH-].[Na+]. Product: [Cl:1][C:2]1[CH:7]=[CH:6][C:5]([NH2:8])=[CH:4][C:3]=1[C:11]1[CH:12]=[CH:13][C:14]2[N:15]=[CH:16][N:17]=[CH:18][C:19]=2[N:20]=1. The catalyst class is: 511. (6) Reactant: [CH:1]([C:4]1[C:5]([O:16][CH2:17][C:18]([F:21])([F:20])[F:19])=[C:6](B(O)O)[CH:7]=[C:8]([CH:10]([CH3:12])[CH3:11])[CH:9]=1)([CH3:3])[CH3:2].[C:22]([C:25]1[S:29][C:28]2[CH:30]=[CH:31][CH:32]=[C:33](I)[C:27]=2[CH:26]=1)(=[O:24])[CH3:23].C(=O)([O-])[O-].[Na+].[Na+].O. Product: [C:22]([C:25]1[S:29][C:28]2[CH:30]=[CH:31][CH:32]=[C:33]([C:6]3[CH:7]=[C:8]([CH:10]([CH3:12])[CH3:11])[CH:9]=[C:4]([CH:1]([CH3:2])[CH3:3])[C:5]=3[O:16][CH2:17][C:18]([F:19])([F:20])[F:21])[C:27]=2[CH:26]=1)(=[O:24])[CH3:23]. The catalyst class is: 335. (7) Reactant: [NH2:1][C@@H:2]1[CH2:6][CH2:5][N:4]([C:7]2[N:15]=[C:14]3[C:10]([N:11]=[CH:12][N:13]3[C@@H:16]3[CH2:20][C@H:19]([NH:21][C:22](=[O:25])[CH2:23][CH3:24])[C@@H:18]([OH:26])[C@H:17]3[OH:27])=[C:9]([NH:28][CH2:29][CH:30]([C:38]3[CH:43]=[CH:42][C:41]([OH:44])=[CH:40][CH:39]=3)[C:31]3[CH:36]=[CH:35][C:34]([OH:37])=[CH:33][CH:32]=3)[N:8]=2)[CH2:3]1.C(=O)([O-])[O-].[K+].[K+].[C:51]1([O:57][C:58](Cl)=[O:59])[CH:56]=[CH:55][CH:54]=[CH:53][CH:52]=1. Product: [C:51]1([O:57][C:58](=[O:59])[NH:1][C@@H:2]2[CH2:6][CH2:5][N:4]([C:7]3[N:15]=[C:14]4[C:10]([N:11]=[CH:12][N:13]4[C@@H:16]4[CH2:20][C@H:19]([NH:21][C:22](=[O:25])[CH2:23][CH3:24])[C@@H:18]([OH:26])[C@H:17]4[OH:27])=[C:9]([NH:28][CH2:29][CH:30]([C:31]4[CH:36]=[CH:35][C:34]([OH:37])=[CH:33][CH:32]=4)[C:38]4[CH:43]=[CH:42][C:41]([OH:44])=[CH:40][CH:39]=4)[N:8]=3)[CH2:3]2)[CH:56]=[CH:55][CH:54]=[CH:53][CH:52]=1. The catalyst class is: 37. (8) Product: [F:18][CH:2]([F:1])[CH2:3][O:4][C:5]1[C:14]([CH:15]([CH3:16])[CH3:17])=[CH:13][C:8]([C:9]([O:11][CH3:12])=[O:10])=[CH:7][N:6]=1. Reactant: [F:1][CH:2]([F:18])[CH2:3][O:4][C:5]1[C:14]([C:15]([CH3:17])=[CH2:16])=[CH:13][C:8]([C:9]([O:11][CH3:12])=[O:10])=[CH:7][N:6]=1. The catalyst class is: 19. (9) Reactant: Cl.CS[C:4]1[N:9]=[C:8]([C:10]2[C:11]([O:16][C:17]3[CH:22]=[CH:21][C:20]([NH:23][C:24]4[C:33]5[C:28](=[CH:29][CH:30]=[CH:31][CH:32]=5)[C:27]([C:34]5[CH:39]=[CH:38][CH:37]=[CH:36][CH:35]=5)=[N:26][N:25]=4)=[CH:19][CH:18]=3)=[N:12][CH:13]=[CH:14][CH:15]=2)[CH:7]=[CH:6][N:5]=1.O[O:41][S:42]([O-:44])=O.[K+].[C:46]([O-])(O)=O.[Na+]. Product: [CH3:46][S:42]([C:4]1[N:9]=[C:8]([C:10]2[C:11]([O:16][C:17]3[CH:18]=[CH:19][C:20]([NH:23][C:24]4[C:33]5[C:28](=[CH:29][CH:30]=[CH:31][CH:32]=5)[C:27]([C:34]5[CH:39]=[CH:38][CH:37]=[CH:36][CH:35]=5)=[N:26][N:25]=4)=[CH:21][CH:22]=3)=[N:12][CH:13]=[CH:14][CH:15]=2)[CH:7]=[CH:6][N:5]=1)(=[O:44])=[O:41]. The catalyst class is: 5. (10) Reactant: [N+:1](=[CH:3][C:4]([O:6][CH2:7][CH3:8])=[O:5])=[N-:2].N1C=CC=CC=1.[F:15][C:16]([F:27])([F:26])[C:17](O[C:17](=[O:18])[C:16]([F:27])([F:26])[F:15])=[O:18].C([O-])(O)=O.[Na+]. Product: [N+:1](=[C:3]([C:17](=[O:18])[C:16]([F:27])([F:26])[F:15])[C:4]([O:6][CH2:7][CH3:8])=[O:5])=[N-:2]. The catalyst class is: 34.